From a dataset of PAMPA (Parallel Artificial Membrane Permeability Assay) permeability data from NCATS. Regression/Classification. Given a drug SMILES string, predict its absorption, distribution, metabolism, or excretion properties. Task type varies by dataset: regression for continuous measurements (e.g., permeability, clearance, half-life) or binary classification for categorical outcomes (e.g., BBB penetration, CYP inhibition). Dataset: pampa_ncats. (1) The compound is COC1=CC(=C(C=C1)OC)N2C(=O)C(=C(C2=O)Cl)N3CCCCC3. The result is 1 (high permeability). (2) The compound is CCNC(=O)NC1=NC=C(S1)C2=CC(=NC(=N2)C3=NC=CN=C3)C4=C(C=C(C=C4C)OC)C. The result is 1 (high permeability). (3) The drug is C1CN(CCC1C(=O)N)C2=NC=CC(=N2)C3=CC4=C(C=C3)OCCO4. The result is 1 (high permeability). (4) The drug is COC1=CC=CC(=N1)NC(=S)N2CCN(CC2)C3=CC=CC(=C3)C(F)(F)F. The result is 1 (high permeability). (5) The compound is C1=CC=C2C(=C1)C(=N)N(N=N2)C3=CC=C(C=C3)C(F)(F)F. The result is 1 (high permeability). (6) The compound is CCOC1=CC=C(C=C1)C2C(=C(NC3=C(C=NN23)C(=O)NC4=CC=CC(=C4)C)C)C(=O)NC5=CC=CC=C5OC. The result is 1 (high permeability). (7) The compound is COC1=CC2=C(C=C1)C3=NNC(=C3CC2)C(=O)N4CCC5=C(C4)N=C6C=C(NN6C5=O)C7=CC=CC=C7. The result is 1 (high permeability). (8) The drug is CC1=CC(=CC=C1)N2C(=CC(=C2C)C=C(C#N)C#N)C. The result is 1 (high permeability). (9) The molecule is COC1=CC=C(C=C1)C2NC3=CC=CC=C3C(=O)N2CC4=CC=CO4. The result is 1 (high permeability). (10) The compound is C1COC2=C(O1)C=CC(=C2)NC(=O)CSC3=C(NC(=N3)C4=CC=C(C=C4)F)C5=CC=C(C=C5)F. The result is 1 (high permeability).